Dataset: TCR-epitope binding with 47,182 pairs between 192 epitopes and 23,139 TCRs. Task: Binary Classification. Given a T-cell receptor sequence (or CDR3 region) and an epitope sequence, predict whether binding occurs between them. (1) The epitope is KPLEFGATSAAL. The TCR CDR3 sequence is CASSVPGLAAEQYF. Result: 1 (the TCR binds to the epitope). (2) The epitope is GTSGSPIINR. The TCR CDR3 sequence is CASSLGGSENEKLFF. Result: 1 (the TCR binds to the epitope).